From a dataset of Full USPTO retrosynthesis dataset with 1.9M reactions from patents (1976-2016). Predict the reactants needed to synthesize the given product. (1) Given the product [C:1]([O:5][C:6]([N:8]1[CH2:13][CH2:12][N:11]([C:15]2[CH:20]=[CH:19][C:18]([O:21][CH2:22][CH2:23][CH2:24][S:25][CH2:26][C:27]3[CH:32]=[CH:31][CH:30]=[CH:29][C:28]=3[O:33][CH3:34])=[CH:17][CH:16]=2)[C@@H:10]([CH2:35][O:36][C:37]2[CH:46]=[CH:45][C:44]3[C:39](=[CH:40][CH:41]=[CH:42][CH:43]=3)[CH:38]=2)[CH2:9]1)=[O:7])([CH3:4])([CH3:2])[CH3:3], predict the reactants needed to synthesize it. The reactants are: [C:1]([O:5][C:6]([N:8]1[CH2:13][C:12](=O)[N:11]([C:15]2[CH:20]=[CH:19][C:18]([O:21][CH2:22][CH2:23][CH2:24][S:25][CH2:26][C:27]3[CH:32]=[CH:31][CH:30]=[CH:29][C:28]=3[O:33][CH3:34])=[CH:17][CH:16]=2)[C@@H:10]([CH2:35][O:36][C:37]2[CH:46]=[CH:45][C:44]3[C:39](=[CH:40][CH:41]=[CH:42][CH:43]=3)[CH:38]=2)[CH2:9]1)=[O:7])([CH3:4])([CH3:3])[CH3:2].C(C(C(C([O-])=O)O)O)([O-])=O.[K+].[Na+]. (2) Given the product [O:1]=[C:2]1[C:10]2[C:5](=[CH:6][CH:7]=[CH:8][CH:9]=2)[CH2:4][N:3]1[CH:11]([C:16]1[CH:17]=[CH:18][CH:19]=[CH:20][CH:21]=1)[CH2:12][C:13]([NH:22][C:23]1[CH:28]=[CH:27][CH:26]=[CH:25][N:24]=1)=[O:14], predict the reactants needed to synthesize it. The reactants are: [O:1]=[C:2]1[C:10]2[C:5](=[CH:6][CH:7]=[CH:8][CH:9]=2)[CH2:4][N:3]1[CH:11]([C:16]1[CH:21]=[CH:20][CH:19]=[CH:18][CH:17]=1)[CH2:12][C:13](O)=[O:14].[NH2:22][C:23]1[CH:28]=[CH:27][CH:26]=[CH:25][N:24]=1.CN(C(ON1N=NC2C=CC=CC1=2)=[N+](C)C)C.F[P-](F)(F)(F)(F)F.C(N(C(C)C)C(C)C)C. (3) Given the product [NH:9]1[C:10]2[C:6](=[CH:5][CH:4]=[CH:3][C:2]=2[O:1][CH2:11][CH2:12][OH:13])[CH:7]=[CH:8]1, predict the reactants needed to synthesize it. The reactants are: [OH:1][C:2]1[CH:3]=[CH:4][CH:5]=[C:6]2[C:10]=1[NH:9][CH:8]=[CH:7]2.[CH2:11]1[O:13][CH2:12]1.[H-].[Na+].O. (4) Given the product [OH:15][CH2:16][C:17]1[N:18]=[CH:19][N:20]([C:2]2[CH:7]=[CH:6][C:5]([N:8]3[CH:13]=[CH:12][CH:11]=[CH:10][C:9]3=[O:14])=[CH:4][CH:3]=2)[CH:21]=1, predict the reactants needed to synthesize it. The reactants are: I[C:2]1[CH:7]=[CH:6][C:5]([N:8]2[CH:13]=[CH:12][CH:11]=[CH:10][C:9]2=[O:14])=[CH:4][CH:3]=1.[OH:15][CH2:16][C:17]1[N:18]=[CH:19][NH:20][CH:21]=1.OC1C=CC=C2C=1N=CC=C2.C([O-])([O-])=O.[K+].[K+]. (5) Given the product [Cl:27][C:4]1[CH:5]=[C:6]([CH2:8][NH:9][C:10]([NH2:26])=[N:11][C:12](=[O:25])[CH2:13][C:14]2[C:22]3[C:17](=[CH:18][CH:19]=[C:20]([OH:23])[CH:21]=3)[NH:16][CH:15]=2)[CH:7]=[C:2]([Cl:1])[C:3]=1[NH:28][C:29](=[O:31])[CH3:30], predict the reactants needed to synthesize it. The reactants are: [Cl:1][C:2]1[CH:7]=[C:6]([CH2:8][NH:9][C:10]([NH2:26])=[N:11][C:12](=[O:25])[CH2:13][C:14]2[C:22]3[C:17](=[CH:18][CH:19]=[C:20]([O:23]C)[CH:21]=3)[NH:16][CH:15]=2)[CH:5]=[C:4]([Cl:27])[C:3]=1[NH:28][C:29](=[O:31])[CH3:30].OC1C=C2C(=CC=1)NC=C2CC(O)=O.COC1C=C2C(=CC=1)NC=C2CC(N(C(SC)=N)C(=O)OC(C)(C)C)=O.C(NC1C(Cl)=CC(CN)=CC=1Cl)(=O)C. (6) Given the product [ClH:22].[N:15]1([C:14]2[C:9]([CH2:8][NH2:7])=[N:10][CH:11]=[CH:12][CH:13]=2)[CH:19]=[N:18][CH:17]=[N:16]1, predict the reactants needed to synthesize it. The reactants are: C(OC(=O)[NH:7][CH2:8][C:9]1[C:14]([N:15]2[CH:19]=[N:18][CH:17]=[N:16]2)=[CH:13][CH:12]=[CH:11][N:10]=1)(C)(C)C.C(Cl)[Cl:22].